Dataset: Forward reaction prediction with 1.9M reactions from USPTO patents (1976-2016). Task: Predict the product of the given reaction. (1) Given the reactants [CH2:1]([O:3][P:4]([CH2:9]/[CH:10]=[CH:11]/[C:12]1[CH:13]=[C:14](NC(=O)C)[CH:15]=[CH:16][CH:17]=1)([O:6][CH2:7][CH3:8])=[O:5])[CH3:2].I[C:23]1C=C(C)C=CC=1, predict the reaction product. The product is: [CH2:7]([O:6][P:4]([CH2:9]/[CH:10]=[CH:11]/[C:12]1[CH:17]=[CH:16][CH:15]=[C:14]([CH3:23])[CH:13]=1)([O:3][CH2:1][CH3:2])=[O:5])[CH3:8]. (2) Given the reactants NN(C)C(N1CCNCC1)=N.Cl.O.[CH3:14][C:15]1([CH3:55])[O:19][CH:18]([CH2:20][O:21][C:22]([O:24][CH:25]([O:27][C:28]([C:30]2[N:31]3[CH:34]([S:35][CH2:36][C:37]=2[CH:38]=[O:39])[CH:33]([NH:40][C:41](=[O:53])/[C:42](/[C:47]2[N:51]=[C:50]([NH2:52])[S:49][N:48]=2)=[N:43]\[O:44][CH2:45][F:46])[C:32]3=[O:54])=[O:29])[CH3:26])=[O:23])[CH2:17][O:16]1, predict the reaction product. The product is: [CH3:55][C:15]1([CH3:14])[O:19][CH:18]([CH2:20][O:21][C:22]([O:24][CH:25]([O:27][C:28]([C:30]2[N:31]3[CH:34]([S:35][CH2:36][C:37]=2[CH:38]=[O:39])[CH:33]([NH:40][C:41](=[O:53])[C:42]([C:47]2[N:51]=[C:50]([NH2:52])[S:49][N:48]=2)=[N:43][O:44][CH2:45][F:46])[C:32]3=[O:54])=[O:29])[CH3:26])=[O:23])[CH2:17][O:16]1. (3) Given the reactants [CH2:1]([O:3][CH2:4][C:5]1[N:6]([CH2:19][CH2:20][NH:21][C:22]([N:24]2[CH2:29][CH2:28][O:27][CH2:26][CH2:25]2)=[O:23])[C:7]2[C:12]([CH3:13])=[C:11]([CH3:14])[N:10]3N=N[N:17]=[C:9]3[C:8]=2[N:18]=1)[CH3:2].FC(F)(F)C(O)=O.C(=O)([O-])[O-].[Na+].[Na+], predict the reaction product. The product is: [NH2:17][C:9]1[C:8]2[N:18]=[C:5]([CH2:4][O:3][CH2:1][CH3:2])[N:6]([CH2:19][CH2:20][NH:21][C:22]([N:24]3[CH2:29][CH2:28][O:27][CH2:26][CH2:25]3)=[O:23])[C:7]=2[C:12]([CH3:13])=[C:11]([CH3:14])[N:10]=1. (4) Given the reactants [C:1]([C:3]1[C:8](=[O:9])[N:7]([C:10]2[CH:15]=[CH:14][CH:13]=[CH:12][CH:11]=2)[C:6]([C:16]2[CH:21]=[CH:20][C:19]([O:22][CH2:23][CH3:24])=[CH:18][CH:17]=2)=[N:5][C:4]=1[S:25][CH3:26])#[N:2].[Cl:27][S:28](O)(=[O:30])=[O:29], predict the reaction product. The product is: [C:1]([C:3]1[C:8](=[O:9])[N:7]([C:10]2[CH:11]=[CH:12][C:13]([S:28]([Cl:27])(=[O:30])=[O:29])=[CH:14][CH:15]=2)[C:6]([C:16]2[CH:17]=[CH:18][C:19]([O:22][CH2:23][CH3:24])=[CH:20][CH:21]=2)=[N:5][C:4]=1[S:25][CH3:26])#[N:2].